From a dataset of Catalyst prediction with 721,799 reactions and 888 catalyst types from USPTO. Predict which catalyst facilitates the given reaction. Reactant: CCCC[N+](CCCC)(CCCC)CCCC.[F-].C([SiH2][O:24][C:25](C)(C)[C:26]1[CH:27]=[C:28]([CH2:33][CH2:34][NH:35][C:36](=[O:38])[CH3:37])[CH:29]=[CH:30][C:31]=1[Cl:32])(C)(C)C.[NH4+].[Cl-]. Product: [Cl:32][C:31]1[CH:30]=[CH:29][C:28]([CH2:33][CH2:34][NH:35][C:36](=[O:38])[CH3:37])=[CH:27][C:26]=1[CH2:25][OH:24]. The catalyst class is: 1.